Dataset: Catalyst prediction with 721,799 reactions and 888 catalyst types from USPTO. Task: Predict which catalyst facilitates the given reaction. (1) Reactant: [F:1][C:2]([F:13])([F:12])[C:3]1[N:8]=[N:7][CH:6]=[C:5]([C:9]([OH:11])=O)[CH:4]=1.[NH2:14][C:15]1[CH:16]=[C:17]([C:22]2[C:27]([F:28])=[C:26]([N:29]3[CH2:34][CH2:33][O:32][CH2:31][CH2:30]3)[N:25]=[C:24]([NH:35][CH2:36][CH2:37][OH:38])[CH:23]=2)[C:18]([CH3:21])=[N:19][CH:20]=1.CCN(C(C)C)C(C)C.C(P1(=O)OP(=O)(CCC)OP(=O)(CCC)O1)CC. Product: [F:28][C:27]1[C:26]([N:29]2[CH2:30][CH2:31][O:32][CH2:33][CH2:34]2)=[N:25][C:24]([NH:35][CH2:36][CH2:37][OH:38])=[CH:23][C:22]=1[C:17]1[C:18]([CH3:21])=[N:19][CH:20]=[C:15]([NH:14][C:9]([C:5]2[CH:4]=[C:3]([C:2]([F:1])([F:13])[F:12])[N:8]=[N:7][CH:6]=2)=[O:11])[CH:16]=1. The catalyst class is: 2. (2) Reactant: [Br:1][C:2]1[S:6][C:5]([CH2:7][NH:8][C:9]2[N:17]=[CH:16][C:15]([S:18](=[O:22])(=[O:21])[NH:19][CH3:20])=[CH:14][C:10]=2[C:11]([OH:13])=O)=[CH:4][CH:3]=1.C(N(CC)C(C)C)(C)C.F[P-](F)(F)(F)(F)F.C[N+](C)=C(N(C)C)ON1C2N=CC=CC=2N=N1.[F:56][C:57]1[CH:58]=[C:59]([CH:62]=[CH:63][C:64]=1[F:65])[CH2:60][NH2:61]. Product: [Br:1][C:2]1[S:6][C:5]([CH2:7][NH:8][C:9]2[N:17]=[CH:16][C:15]([S:18](=[O:22])(=[O:21])[NH:19][CH3:20])=[CH:14][C:10]=2[C:11]([NH:61][CH2:60][C:59]2[CH:62]=[CH:63][C:64]([F:65])=[C:57]([F:56])[CH:58]=2)=[O:13])=[CH:4][CH:3]=1. The catalyst class is: 508. (3) Reactant: [Br:1][C:2]1[CH:3]=[CH:4][C:5]2[S:9](=[O:11])(=[O:10])[NH:8][CH2:7][C:6]=2[CH:12]=1.Br[CH2:14][CH2:15][OH:16].C([O-])([O-])=O.[K+].[K+]. Product: [Br:1][C:2]1[CH:3]=[CH:4][C:5]2[S:9](=[O:10])(=[O:11])[N:8]([CH2:14][CH2:15][OH:16])[CH2:7][C:6]=2[CH:12]=1. The catalyst class is: 3. (4) Reactant: [CH2:1]([N:8]1[CH2:12][CH2:11][C@H:10]([N:13]=[N+]=[N-])[CH2:9]1)[C:2]1[CH:7]=[CH:6][CH:5]=[CH:4][CH:3]=1.C1(P(C2C=CC=CC=2)C2C=CC=CC=2)C=CC=CC=1. Product: [CH2:1]([N:8]1[CH2:12][CH2:11][C@H:10]([NH2:13])[CH2:9]1)[C:2]1[CH:3]=[CH:4][CH:5]=[CH:6][CH:7]=1. The catalyst class is: 30. (5) The catalyst class is: 11. Product: [CH:24]([N:27]1[C:6]2[CH:7]=[CH:8][C:9]3([CH2:10][CH2:11][N:12]([C:15]([O:17][C:18]([CH3:21])([CH3:19])[CH3:20])=[O:16])[CH2:13][CH2:14]3)[CH2:22][C:5]=2[CH:4]=[N:28]1)([CH3:26])[CH3:25]. Reactant: CN(/[CH:4]=[C:5]1/[C:6](=O)[CH:7]=[CH:8][C:9]2([CH2:22]/1)[CH2:14][CH2:13][N:12]([C:15]([O:17][C:18]([CH3:21])([CH3:20])[CH3:19])=[O:16])[CH2:11][CH2:10]2)C.[CH:24]([NH:27][NH2:28])([CH3:26])[CH3:25].C(OCC)(=O)C.